From a dataset of Forward reaction prediction with 1.9M reactions from USPTO patents (1976-2016). Predict the product of the given reaction. Given the reactants C([N:3]([CH2:6][CH3:7])[CH2:4][CH3:5])C.[CH:8]1([C:18]([OH:20])=O)[C:17]2[C:12](=[CH:13][CH:14]=[CH:15][CH:16]=2)[CH2:11][CH2:10][O:9]1.F[P-](F)(F)(F)(F)F.[N:28]1(O[P+](N(C)C)(N(C)C)N(C)C)[C:32]2[CH:33]=[CH:34][CH:35]=[CH:36][C:31]=2[N:30]=N1, predict the reaction product. The product is: [CH:8]1([C:18]([N:3]2[CH2:4][CH2:5][C:14]3([NH:30][C:31]4[C:32](=[CH:33][CH:34]=[CH:35][CH:36]=4)[N:28]4[CH:10]=[CH:11][CH:12]=[C:13]34)[CH2:7][CH2:6]2)=[O:20])[C:17]2[C:12](=[CH:13][CH:14]=[CH:15][CH:16]=2)[CH2:11][CH2:10][O:9]1.